Dataset: Full USPTO retrosynthesis dataset with 1.9M reactions from patents (1976-2016). Task: Predict the reactants needed to synthesize the given product. (1) The reactants are: Cl[CH2:2][C:3]1[N:12]([C:13]2[CH:18]=[CH:17][CH:16]=[CH:15][C:14]=2[Cl:19])[C:11](=[O:20])[C:10]2[C:5](=[CH:6][C:7]([F:21])=[CH:8][CH:9]=2)[N:4]=1.O.[SH:23][C:24]1[N:32]=[CH:31][N:30]=[C:29]2[C:25]=1[NH:26][CH:27]=[N:28]2.C([O-])([O-])=O.[K+].[K+]. Given the product [Cl:19][C:14]1[CH:15]=[CH:16][CH:17]=[CH:18][C:13]=1[N:12]1[C:11](=[O:20])[C:10]2[C:5](=[CH:6][C:7]([F:21])=[CH:8][CH:9]=2)[N:4]=[C:3]1[CH2:2][S:23][C:24]1[N:32]=[CH:31][N:30]=[C:29]2[C:25]=1[N:26]=[CH:27][NH:28]2, predict the reactants needed to synthesize it. (2) The reactants are: [OH:1][C:2]1[CH:9]=[CH:8][C:5]([CH:6]=[O:7])=[CH:4][C:3]=1[CH3:10].C(=O)([O-])[O-].[K+].[K+].Br[CH2:18][C:19]1[CH:24]=[CH:23][C:22]([C:25]([F:28])([F:27])[F:26])=[CH:21][C:20]=1[C:29]([F:32])([F:31])[F:30].O. Given the product [F:30][C:29]([F:31])([F:32])[C:20]1[CH:21]=[C:22]([C:25]([F:28])([F:26])[F:27])[CH:23]=[CH:24][C:19]=1[CH2:18][O:1][C:2]1[CH:9]=[CH:8][C:5]([CH:6]=[O:7])=[CH:4][C:3]=1[CH3:10], predict the reactants needed to synthesize it. (3) Given the product [Br:1][C:2]1[CH:3]=[C:4]2[C:12](=[CH:13][CH:14]=1)[NH:11][C:10]1[CH:9]([NH:15][C:20](=[O:21])[C:19]3[CH:23]=[CH:24][CH:25]=[C:17]([F:16])[CH:18]=3)[CH2:8][CH2:7][CH2:6][C:5]2=1, predict the reactants needed to synthesize it. The reactants are: [Br:1][C:2]1[CH:3]=[C:4]2[C:12](=[CH:13][CH:14]=1)[NH:11][C:10]1[CH:9]([NH2:15])[CH2:8][CH2:7][CH2:6][C:5]2=1.[F:16][C:17]1[CH:18]=[C:19]([CH:23]=[CH:24][CH:25]=1)[C:20](Cl)=[O:21]. (4) Given the product [CH2:1]([O:8][C:9]1[CH:10]=[C:11]([CH:15]([NH:28][C:27](=[O:34])[O:29][C:30]([CH3:33])([CH3:32])[CH3:31])[S:24]([C:18]2[CH:23]=[CH:22][CH:21]=[CH:20][CH:19]=2)(=[O:26])=[O:25])[CH:12]=[N:13][CH:14]=1)[C:2]1[CH:3]=[CH:4][CH:5]=[CH:6][CH:7]=1, predict the reactants needed to synthesize it. The reactants are: [CH2:1]([O:8][C:9]1[CH:10]=[C:11]([CH:15]=O)[CH:12]=[N:13][CH:14]=1)[C:2]1[CH:7]=[CH:6][CH:5]=[CH:4][CH:3]=1.[Na+].[C:18]1([S:24]([O-:26])=[O:25])[CH:23]=[CH:22][CH:21]=[CH:20][CH:19]=1.[C:27](=[O:34])([O:29][C:30]([CH3:33])([CH3:32])[CH3:31])[NH2:28].C(O)=O. (5) Given the product [CH2:43]([O:42][C:40](=[O:41])[CH2:39][N:33]1[CH2:34][CH2:35][CH:30]([CH2:29][O:28][C:22]2[CH:21]=[C:20]3[C:25]([CH2:26][CH2:27][N:18]([C:9](=[N:8][C:6]([O:5][C:1]([CH3:2])([CH3:3])[CH3:4])=[O:7])[NH:10][C:11]([O:13][C:14]([CH3:17])([CH3:16])[CH3:15])=[O:12])[CH2:19]3)=[CH:24][CH:23]=2)[CH2:31][CH2:32]1)[CH3:44], predict the reactants needed to synthesize it. The reactants are: [C:1]([O:5][C:6]([NH:8][C:9]([N:18]1[CH2:27][CH2:26][C:25]2[C:20](=[CH:21][C:22]([O:28][CH2:29][CH:30]3[CH2:35][CH2:34][NH:33][CH2:32][CH2:31]3)=[CH:23][CH:24]=2)[CH2:19]1)=[N:10][C:11]([O:13][C:14]([CH3:17])([CH3:16])[CH3:15])=[O:12])=[O:7])([CH3:4])([CH3:3])[CH3:2].[OH-].[Na+].Br[CH2:39][C:40]([O:42][CH2:43][CH3:44])=[O:41].O. (6) Given the product [Cl:6][C:7]1[CH:12]=[C:11]([N:13]2[CH2:18][CH2:17][O:16][CH2:15][CH2:14]2)[CH:10]=[C:9]([O:2][CH3:1])[N:8]=1, predict the reactants needed to synthesize it. The reactants are: [CH3:1][O-:2].[Na+].CO.[Cl:6][C:7]1[CH:12]=[C:11]([N:13]2[CH2:18][CH2:17][O:16][CH2:15][CH2:14]2)[CH:10]=[C:9](Cl)[N:8]=1.O. (7) Given the product [O:16]=[C:14]([C:11]1[CH:12]=[CH:13][N:8]=[CH:9][N:10]=1)[CH2:21][C:20]([O:23][CH2:24][CH3:25])=[O:22], predict the reactants needed to synthesize it. The reactants are: CCC([O-])(C)C.[K+].[N:8]1[CH:13]=[CH:12][C:11]([C:14]([O:16]CC)=O)=[N:10][CH:9]=1.Cl.[C:20]([O:23][CH2:24][CH3:25])(=[O:22])[CH3:21].